Task: Regression. Given two drug SMILES strings and cell line genomic features, predict the synergy score measuring deviation from expected non-interaction effect.. Dataset: Merck oncology drug combination screen with 23,052 pairs across 39 cell lines Drug 1: CCN(CC)CCNC(=O)c1c(C)[nH]c(C=C2C(=O)Nc3ccc(F)cc32)c1C. Drug 2: O=C(NOCC(O)CO)c1ccc(F)c(F)c1Nc1ccc(I)cc1F. Cell line: KPL1. Synergy scores: synergy=10.0.